Dataset: Catalyst prediction with 721,799 reactions and 888 catalyst types from USPTO. Task: Predict which catalyst facilitates the given reaction. (1) Reactant: [N:1]1([C:6]2[CH:25]=[CH:24][C:9]([CH2:10][C:11]3[C:12](Cl)=[N:13][C:14]4[C:19]([C:20]=3[Cl:21])=[CH:18][C:17]([Br:22])=[CH:16][CH:15]=4)=[CH:8][CH:7]=2)[CH:5]=[CH:4][CH:3]=[N:2]1.[CH3:26][O-:27].[Na+]. Product: [N:1]1([C:6]2[CH:25]=[CH:24][C:9]([CH2:10][C:11]3[C:12]([O:27][CH3:26])=[N:13][C:14]4[C:19]([C:20]=3[Cl:21])=[CH:18][C:17]([Br:22])=[CH:16][CH:15]=4)=[CH:8][CH:7]=2)[CH:5]=[CH:4][CH:3]=[N:2]1. The catalyst class is: 11. (2) Reactant: [CH3:1][O:2][C:3]([C:5]1[C:14]2[C:9](=[CH:10][CH:11]=[C:12]([N+:15]([O-:17])=[O:16])[CH:13]=2)[N:8]=[C:7](Cl)[CH:6]=1)=[O:4].C([Sn](CCCC)(CCCC)[C:24]1[O:25][CH:26]=[CH:27][CH:28]=1)CCC.[F-].[NH4+]. Product: [CH3:1][O:2][C:3]([C:5]1[C:14]2[C:9](=[CH:10][CH:11]=[C:12]([N+:15]([O-:17])=[O:16])[CH:13]=2)[N:8]=[C:7]([C:24]2[O:25][CH:26]=[CH:27][CH:28]=2)[CH:6]=1)=[O:4]. The catalyst class is: 57. (3) Reactant: [Cl:1][C:2]1[CH:7]=[C:6]([NH:8][C:9]2[C:10]([CH:26]3[CH2:28][CH2:27]3)=[N:11][C:12]([N:17]3[CH2:22][CH2:21][NH:20][C@H:19]([CH:23]4[CH2:25][CH2:24]4)[CH2:18]3)=[C:13]([CH:16]=2)[C:14]#[N:15])[CH:5]=[CH:4][N:3]=1.[O:29]1[CH2:32][CH2:31][C@@H:30]1[CH2:33][C:34](O)=[O:35].CN(C(ON1N=NC2C=CC=NC1=2)=[N+](C)C)C.F[P-](F)(F)(F)(F)F.CCN(C(C)C)C(C)C. The catalyst class is: 3. Product: [Cl:1][C:2]1[CH:7]=[C:6]([NH:8][C:9]2[C:10]([CH:26]3[CH2:27][CH2:28]3)=[N:11][C:12]([N:17]3[CH2:22][CH2:21][N:20]([C:34](=[O:35])[CH2:33][C@H:30]4[CH2:31][CH2:32][O:29]4)[C@H:19]([CH:23]4[CH2:25][CH2:24]4)[CH2:18]3)=[C:13]([CH:16]=2)[C:14]#[N:15])[CH:5]=[CH:4][N:3]=1. (4) Reactant: [C:1]1([C:16]2[CH:21]=[CH:20][CH:19]=[CH:18][CH:17]=2)[CH:6]=[CH:5][C:4]([CH:7]([C:9]2[CH:14]=[CH:13][C:12]([Cl:15])=[CH:11][CH:10]=2)O)=[CH:3][CH:2]=1.S(Cl)([Cl:24])=O. Product: [Cl:24][CH:7]([C:9]1[CH:14]=[CH:13][C:12]([Cl:15])=[CH:11][CH:10]=1)[C:4]1[CH:5]=[CH:6][C:1]([C:16]2[CH:21]=[CH:20][CH:19]=[CH:18][CH:17]=2)=[CH:2][CH:3]=1. The catalyst class is: 11.